From a dataset of Catalyst prediction with 721,799 reactions and 888 catalyst types from USPTO. Predict which catalyst facilitates the given reaction. (1) Reactant: [NH:1]1[C:5]2[CH:6]=[CH:7][CH:8]=[CH:9][C:4]=2[N:3]=[C:2]1[C:10]([C:12]1[CH:17]=[CH:16][C:15]([O:18][C:19]2[C:24]([C:25]3[CH2:26][CH2:27][NH:28][CH2:29][CH:30]=3)=[CH:23][N:22]=[CH:21][N:20]=2)=[CH:14][CH:13]=1)=[O:11].[C:31](Cl)(=[O:33])[CH3:32].[Cl-].C(N(CC)CC)C. Product: [NH:1]1[C:5]2[CH:6]=[CH:7][CH:8]=[CH:9][C:4]=2[N:3]=[C:2]1[C:10]([C:12]1[CH:17]=[CH:16][C:15]([O:18][C:19]2[C:24]([C:25]3[CH2:26][CH2:27][N:28]([C:31](=[O:33])[CH3:32])[CH2:29][CH:30]=3)=[CH:23][N:22]=[CH:21][N:20]=2)=[CH:14][CH:13]=1)=[O:11]. The catalyst class is: 232. (2) Reactant: [Cl:1][CH2:2][CH:3]([OH:6])[CH2:4][OH:5].[CH3:7][N:8]([CH3:13])[CH2:9][CH2:10][CH2:11][CH3:12].[OH-].[Na+].CN(C)C. The catalyst class is: 6. Product: [Cl-:1].[OH:6][CH:3]([CH2:4][OH:5])[CH2:2][N+:8]([CH2:9][CH2:10][CH2:11][CH3:12])([CH3:13])[CH3:7].